The task is: Regression. Given a peptide amino acid sequence and an MHC pseudo amino acid sequence, predict their binding affinity value. This is MHC class II binding data.. This data is from Peptide-MHC class II binding affinity with 134,281 pairs from IEDB. (1) The peptide sequence is SELVIGAVIIRGHLR. The MHC is DRB1_0101 with pseudo-sequence DRB1_0101. The binding affinity (normalized) is 0.460. (2) The peptide sequence is IAAMMTSPLSVASMT. The MHC is DRB4_0101 with pseudo-sequence DRB4_0103. The binding affinity (normalized) is 0.868. (3) The peptide sequence is EICPAVKRDVDLFLTGT. The MHC is DRB1_1201 with pseudo-sequence DRB1_1201. The binding affinity (normalized) is 0.331. (4) The peptide sequence is QKLIEDVNASFRAAM. The MHC is DRB1_0401 with pseudo-sequence DRB1_0401. The binding affinity (normalized) is 0.587. (5) The binding affinity (normalized) is 0.216. The MHC is HLA-DQA10601-DQB10402 with pseudo-sequence HLA-DQA10601-DQB10402. The peptide sequence is GARRSGDVLWDIPTP. (6) The peptide sequence is MSIYVYALPLKMLNI. The MHC is DRB1_1101 with pseudo-sequence DRB1_1101. The binding affinity (normalized) is 0.357.